Dataset: Retrosynthesis with 50K atom-mapped reactions and 10 reaction types from USPTO. Task: Predict the reactants needed to synthesize the given product. (1) Given the product COc1cccc2cc(C(=O)Nc3ccc(C(C)(C)C)cc3)oc12, predict the reactants needed to synthesize it. The reactants are: CC(C)(C)c1ccc(N)cc1.COc1cccc2cc(C(=O)O)oc12. (2) Given the product CCCCCC(=O)c1c(CSc2nccn2C)nc2cc(OC)c(OC)cc2c1-c1ccc(OC)c(OC)c1, predict the reactants needed to synthesize it. The reactants are: CCCCCC(=O)c1c(CBr)nc2cc(OC)c(OC)cc2c1-c1ccc(OC)c(OC)c1.Cn1ccnc1S. (3) Given the product COc1ccc(N2C(=O)N([C@@H](C)c3ccccc3)c3nc(Nc4ccccc4)ncc3C2C)cc1, predict the reactants needed to synthesize it. The reactants are: COc1ccc(N2C(=O)N([C@@H](C)c3ccccc3)c3nc(Cl)ncc3C2C)cc1.Nc1ccccc1. (4) Given the product COC(=O)CN[C@@H](C)c1ccccc1, predict the reactants needed to synthesize it. The reactants are: COC(=O)CBr.C[C@H](N)c1ccccc1.